From a dataset of Forward reaction prediction with 1.9M reactions from USPTO patents (1976-2016). Predict the product of the given reaction. (1) Given the reactants [C:1]([O:5][C:6]([N:8]1[CH2:12][CH2:11][C@@H:10]([C:13]([OH:15])=O)[CH2:9]1)=[O:7])([CH3:4])([CH3:3])[CH3:2].Cl.[CH3:17][NH:18][O:19][CH3:20].C(N(CC)C(C)C)(C)C, predict the reaction product. The product is: [CH3:20][O:19][N:18]([CH3:17])[C:13]([C@@H:10]1[CH2:11][CH2:12][N:8]([C:6]([O:5][C:1]([CH3:2])([CH3:3])[CH3:4])=[O:7])[CH2:9]1)=[O:15]. (2) Given the reactants C([O:4][CH2:5][C:6]([N:8]1[CH2:13][CH2:12][CH:11]([NH:14][C:15]([C:17]2[N:29]([CH3:30])[C:28]3[C:27]4[CH:26]=[CH:25][CH:24]=[CH:23][C:22]=4[N:21]([CH2:31][C:32](=[O:39])[C:33]4[CH:38]=[CH:37][CH:36]=[CH:35][CH:34]=4)[C:20](=[O:40])[C:19]=3[C:18]=2[O:41][CH3:42])=[O:16])[CH2:10][CH2:9]1)=[O:7])(=O)C.[OH-].[Na+].C(O)C.Cl, predict the reaction product. The product is: [OH:4][CH2:5][C:6]([N:8]1[CH2:13][CH2:12][CH:11]([NH:14][C:15]([C:17]2[N:29]([CH3:30])[C:28]3[C:27]4[CH:26]=[CH:25][CH:24]=[CH:23][C:22]=4[N:21]([CH2:31][C:32](=[O:39])[C:33]4[CH:34]=[CH:35][CH:36]=[CH:37][CH:38]=4)[C:20](=[O:40])[C:19]=3[C:18]=2[O:41][CH3:42])=[O:16])[CH2:10][CH2:9]1)=[O:7]. (3) Given the reactants I[C:2]1[CH:29]=[N:28][C:5]2[N:6]([C:11]([NH:13][CH:14]([C:17]3[CH:22]=[CH:21][C:20]([O:23][C:24]([F:27])([F:26])[F:25])=[CH:19][CH:18]=3)[CH2:15][CH3:16])=[O:12])[CH2:7][C:8](=[O:10])[NH:9][C:4]=2[CH:3]=1.[C:30]1(B(O)O)[CH:35]=[CH:34][CH:33]=[CH:32][CH:31]=1.C(=O)([O-])[O-].[Na+].[Na+], predict the reaction product. The product is: [O:10]=[C:8]1[CH2:7][N:6]([C:11]([NH:13][CH:14]([C:17]2[CH:22]=[CH:21][C:20]([O:23][C:24]([F:27])([F:26])[F:25])=[CH:19][CH:18]=2)[CH2:15][CH3:16])=[O:12])[C:5]2[N:28]=[CH:29][C:2]([C:30]3[CH:35]=[CH:34][CH:33]=[CH:32][CH:31]=3)=[CH:3][C:4]=2[NH:9]1. (4) Given the reactants [N:1]1([NH2:14])[C:13]2[C:12]3[CH:11]=[CH:10][CH:9]=[CH:8][C:7]=3[N:6]=[CH:5][C:4]=2[N:3]=[CH:2]1.CO[C:17](OC)([CH3:19])[CH3:18], predict the reaction product. The product is: [N:1]1([N:14]=[C:17]([CH3:19])[CH3:18])[C:13]2[C:12]3[CH:11]=[CH:10][CH:9]=[CH:8][C:7]=3[N:6]=[CH:5][C:4]=2[N:3]=[CH:2]1. (5) Given the reactants [F:1][CH2:2][CH2:3][N:4]1[C:16]2[CH2:15][CH2:14][CH2:13][CH:12]([C:17](Cl)=[O:18])[C:11]=2[C:10]2[C:5]1=[CH:6][CH:7]=[CH:8][C:9]=2[O:20][CH3:21].[CH3:22][NH:23][CH:24]([CH3:26])[CH3:25].Cl.C(Cl)Cl.O.C(Cl)Cl, predict the reaction product. The product is: [CH3:22][N:23]([CH:24]([CH3:26])[CH3:25])[C:17]([C@@H:12]1[C:11]2[C:10]3[C:5](=[CH:6][CH:7]=[CH:8][C:9]=3[O:20][CH3:21])[N:4]([CH2:3][CH2:2][F:1])[C:16]=2[CH2:15][CH2:14][CH2:13]1)=[O:18]. (6) Given the reactants [CH:1]1([C@@H:4]2[NH:9][C:8](=O)[CH2:7][O:6][CH2:5]2)[CH2:3][CH2:2]1.[H-].[Al+3].[Li+].[H-].[H-].[H-], predict the reaction product. The product is: [CH:1]1([C@H:4]2[CH2:5][O:6][CH2:7][CH2:8][NH:9]2)[CH2:3][CH2:2]1. (7) Given the reactants [OH-].[Li+].[C:3]([O:7][C:8]([NH:10][C:11]1[S:12][CH:13]=[CH:14][C:15]=1[C:16]([O:18]C)=[O:17])=[O:9])([CH3:6])([CH3:5])[CH3:4], predict the reaction product. The product is: [C:3]([O:7][C:8]([NH:10][C:11]1[S:12][CH:13]=[CH:14][C:15]=1[C:16]([OH:18])=[O:17])=[O:9])([CH3:6])([CH3:4])[CH3:5].